From a dataset of Reaction yield outcomes from USPTO patents with 853,638 reactions. Predict the reaction yield, written as a fraction of the theoretical maximum amount of product (1.0 means a 100% yield; for example, 0.34 means a 34% yield). (1) The reactants are [CH2:1]([O:3][C:4](=[O:12])[C:5]1[CH:10]=[CH:9][CH:8]=[C:7]([NH2:11])[CH:6]=1)[CH3:2].[F:13][C:14]1[CH:19]=[CH:18][CH:17]=[C:16]([F:20])[C:15]=1[S:21](Cl)(=[O:23])=[O:22].N1C=CC=CC=1. The catalyst is C(Cl)Cl. The product is [F:13][C:14]1[CH:19]=[CH:18][CH:17]=[C:16]([F:20])[C:15]=1[S:21]([NH:11][C:7]1[CH:6]=[C:5]([CH:10]=[CH:9][CH:8]=1)[C:4]([O:3][CH2:1][CH3:2])=[O:12])(=[O:23])=[O:22]. The yield is 0.950. (2) The reactants are [CH2:1]([N:8]=[C:9]=[O:10])[C:2]1[CH:7]=[CH:6][CH:5]=[CH:4][CH:3]=1.[I:11][C:12]1[C:20]2[C:15](=[CH:16][CH:17]=[C:18]([NH2:21])[CH:19]=2)[NH:14][N:13]=1. The catalyst is C1COCC1. The product is [CH2:1]([NH:8][C:9]([NH:21][C:18]1[CH:19]=[C:20]2[C:15](=[CH:16][CH:17]=1)[NH:14][N:13]=[C:12]2[I:11])=[O:10])[C:2]1[CH:7]=[CH:6][CH:5]=[CH:4][CH:3]=1. The yield is 0.550. (3) The reactants are [N:1]1([C@H:7]2[CH2:10][C@H:9]([C:11]3[S:12][C:13]4[CH:19]=[C:18]([C:20]5[CH:21]=[N:22][N:23](C(C6C=CC=CC=6)(C6C=CC=CC=6)C6C=CC=CC=6)[CH:24]=5)[CH:17]=[CH:16][C:14]=4[N:15]=3)[CH2:8]2)[CH2:6][CH2:5][CH2:4][CH2:3][CH2:2]1. The catalyst is C(O)=O. The product is [N:1]1([C@H:7]2[CH2:8][C@H:9]([C:11]3[S:12][C:13]4[CH:19]=[C:18]([C:20]5[CH:24]=[N:23][NH:22][CH:21]=5)[CH:17]=[CH:16][C:14]=4[N:15]=3)[CH2:10]2)[CH2:6][CH2:5][CH2:4][CH2:3][CH2:2]1. The yield is 0.905. (4) The reactants are [C:1]1([O:9][CH3:10])[C:2](=[CH:5][CH:6]=[CH:7][CH:8]=1)[O:3][CH3:4].[Li]CCCC.CN(OC)[C:18](=[O:25])[C:19]1[CH:24]=[CH:23][N:22]=[CH:21][CH:20]=1. The catalyst is O1CCCC1. The product is [CH3:4][O:3][C:2]1[C:1]([O:9][CH3:10])=[CH:8][CH:7]=[CH:6][C:5]=1[C:18]([C:19]1[CH:24]=[CH:23][N:22]=[CH:21][CH:20]=1)=[O:25]. The yield is 0.950. (5) The reactants are [N+:1]([C:4]1[CH:5]=[C:6]([C:10]2[C:14]([C:15]#[C:16][Si](C)(C)C)=[CH:13][NH:12][N:11]=2)[CH:7]=[CH:8][CH:9]=1)([O-:3])=[O:2].[F-].[K+]. The catalyst is CO. The product is [C:15]([C:14]1[C:10]([C:6]2[CH:7]=[CH:8][CH:9]=[C:4]([N+:1]([O-:3])=[O:2])[CH:5]=2)=[N:11][NH:12][CH:13]=1)#[CH:16]. The yield is 0.670. (6) The reactants are C[Si](C)(C)CCOC[N:7]1[CH:11]=[C:10]([C:12]2[N:16]3[N:17]=[C:18]([N:21]4[CH2:26][CH2:25][O:24][CH2:23][CH2:22]4)[CH:19]=[CH:20][C:15]3=[N:14][CH:13]=2)[CH:9]=[N:8]1. The catalyst is C(O)(C(F)(F)F)=O.O. The product is [NH:8]1[CH:9]=[C:10]([C:12]2[N:16]3[N:17]=[C:18]([N:21]4[CH2:22][CH2:23][O:24][CH2:25][CH2:26]4)[CH:19]=[CH:20][C:15]3=[N:14][CH:13]=2)[CH:11]=[N:7]1. The yield is 0.330. (7) The reactants are [C:1]1([S:7]([NH:10][CH2:11][C:12]2[N:13]=[C:14]([N:17]3[CH2:20][CH:19](OS(C)(=O)=O)[CH2:18]3)[S:15][CH:16]=2)(=[O:9])=[O:8])[CH:6]=[CH:5][CH:4]=[CH:3][CH:2]=1.[C:26]([O-:29])(=[S:28])[CH3:27].[K+]. The catalyst is CN(C)C=O. The product is [C:26]([S:28][CH:19]1[CH2:18][N:17]([C:14]2[S:15][CH:16]=[C:12]([CH2:11][NH:10][S:7]([C:1]3[CH:2]=[CH:3][CH:4]=[CH:5][CH:6]=3)(=[O:8])=[O:9])[N:13]=2)[CH2:20]1)(=[O:29])[CH3:27]. The yield is 0.910.